Predict the reactants needed to synthesize the given product. From a dataset of Full USPTO retrosynthesis dataset with 1.9M reactions from patents (1976-2016). (1) The reactants are: [F:1][C:2]1[CH:3]=[CH:4][C:5]([C:8]2[C:12]([CH2:13][OH:14])=[C:11]([CH3:15])[O:10][N:9]=2)=[N:6][CH:7]=1.C(=O)([O-])O.[Na+]. Given the product [F:1][C:2]1[CH:3]=[CH:4][C:5]([C:8]2[C:12]([CH:13]=[O:14])=[C:11]([CH3:15])[O:10][N:9]=2)=[N:6][CH:7]=1, predict the reactants needed to synthesize it. (2) Given the product [F:1][C:2]1[C:10]([O:11][C:12]2[C:21]3[C:16](=[CH:17][C:18]([O:24][CH2:25][CH2:26][CH2:27][C:28]([N:54]4[CH2:55][CH2:56][C:51]5([CH2:48][O:49][CH2:50]5)[CH2:52][CH2:53]4)=[O:29])=[C:19]([O:22][CH3:23])[CH:20]=3)[N:15]=[CH:14][N:13]=2)=[CH:9][CH:8]=[C:7]2[C:3]=1[CH:4]=[C:5]([CH3:31])[NH:6]2, predict the reactants needed to synthesize it. The reactants are: [F:1][C:2]1[C:10]([O:11][C:12]2[C:21]3[C:16](=[CH:17][C:18]([O:24][CH2:25][CH2:26][CH2:27][C:28](O)=[O:29])=[C:19]([O:22][CH3:23])[CH:20]=3)[N:15]=[CH:14][N:13]=2)=[CH:9][CH:8]=[C:7]2[C:3]=1[CH:4]=[C:5]([CH3:31])[NH:6]2.OC1C2N=NNC=2C=CC=1.C(O)(=O)C(O)=O.[CH2:48]1[C:51]2([CH2:56][CH2:55][NH:54][CH2:53][CH2:52]2)[CH2:50][O:49]1.C1C2(CCNCC2)CO1.C(N(CC)C(C)C)(C)C.Cl.C(N=C=NCCCN(C)C)C. (3) Given the product [F:1][C:2]1[CH:3]=[C:4]([C:9]2([CH:24]([C:23]3[CH:26]=[C:27]([CH3:29])[CH:28]=[C:21]([CH3:20])[CH:22]=3)[OH:25])[S:10][CH2:11][CH2:12][CH2:13][S:14]2)[CH:5]=[C:6]([F:8])[CH:7]=1, predict the reactants needed to synthesize it. The reactants are: [F:1][C:2]1[CH:3]=[C:4]([CH:9]2[S:14][CH2:13][CH2:12][CH2:11][S:10]2)[CH:5]=[C:6]([F:8])[CH:7]=1.[Li]CCCC.[CH3:20][C:21]1[CH:22]=[C:23]([CH:26]=[C:27]([CH3:29])[CH:28]=1)[CH:24]=[O:25]. (4) Given the product [C:13]([O:12][C@H:11]1[C@H:10]([O:16][C:17](=[O:19])[CH3:18])[C@H:9]([O:20][C:21](=[O:23])[CH3:22])[C@@H:8]([C:24]2[CH:25]=[CH:26][C:27]([C:46]#[C:45][Si:47]([CH3:50])([CH3:49])[CH3:48])=[CH:28][CH:29]=2)[O:7][C@@H:6]1[CH2:5][O:4][C:1](=[O:3])[CH3:2])(=[O:15])[CH3:14], predict the reactants needed to synthesize it. The reactants are: [C:1]([O:4][CH2:5][C@@H:6]1[C@@H:11]([O:12][C:13](=[O:15])[CH3:14])[C@H:10]([O:16][C:17](=[O:19])[CH3:18])[C@H:9]([O:20][C:21](=[O:23])[CH3:22])[C@@H:8]([C:24]2[CH:29]=[CH:28][C:27](OS(C(F)(F)F)(=O)=O)=[CH:26][CH:25]=2)[O:7]1)(=[O:3])[CH3:2].CCN(CC)CC.[C:45]([Si:47]([CH3:50])([CH3:49])[CH3:48])#[CH:46]. (5) Given the product [CH3:1][O:2][C:3]1[CH:19]=[C:18]([O:20][CH3:21])[CH:17]=[CH:16][C:4]=1[CH2:5][O:6][NH:7][C:8](=[O:15])[CH2:9][CH2:10][CH2:11][CH2:12][CH2:13][NH:14][C:38]([NH:37][C:29](=[O:36])[C:30]1[CH:31]=[CH:32][CH:33]=[CH:34][CH:35]=1)=[S:39], predict the reactants needed to synthesize it. The reactants are: [CH3:1][O:2][C:3]1[CH:19]=[C:18]([O:20][CH3:21])[CH:17]=[CH:16][C:4]=1[CH2:5][O:6][NH:7][C:8](=[O:15])[CH2:9][CH2:10][CH2:11][CH2:12][CH2:13][NH2:14].C(N(CC)CC)C.[C:29]([N:37]=[C:38]=[S:39])(=[O:36])[C:30]1[CH:35]=[CH:34][CH:33]=[CH:32][CH:31]=1. (6) Given the product [Cl:1][C:2]1[CH:3]=[C:4]([C:13]2[CH:22]=[CH:21][C:20]3[C:15](=[CH:16][CH:17]=[CH:18][C:19]=3[CH2:23][CH:24]([CH3:26])[CH3:25])[N:14]=2)[CH:5]=[C:6]([Cl:8])[CH:7]=1, predict the reactants needed to synthesize it. The reactants are: [Cl:1][C:2]1[CH:3]=[C:4](B(O)O)[CH:5]=[C:6]([Cl:8])[CH:7]=1.Cl[C:13]1[CH:22]=[CH:21][C:20]2[C:15](=[CH:16][CH:17]=[CH:18][C:19]=2[CH2:23][CH:24]([CH3:26])[CH3:25])[N:14]=1.C([O-])([O-])=O.[Na+].[Na+]. (7) The reactants are: C1(P(C2C=CC=CC=2)C2C=CC=CC=2)C=CC=CC=1.BrN1C(=O)CCC1=O.[Cl:28][C:29]1[CH:30]=[C:31]([C@@H:39]([CH2:52][CH:53]2[CH2:57][CH2:56][CH2:55][CH2:54]2)[C:40]([NH:42][C:43]2[CH:47]=[CH:46][N:45]([CH2:48]C(O)=O)[N:44]=2)=[O:41])[CH:32]=[CH:33][C:34]=1S(C)(=O)=O.CN1C=CC(N)=N1.N1C(C)=CC=CC=1C.C(Cl)[Cl:74]. Given the product [CH:53]1([CH2:52][C@H:39]([C:31]2[CH:32]=[CH:33][C:34]([Cl:74])=[C:29]([Cl:28])[CH:30]=2)[C:40]([NH:42][C:43]2[CH:47]=[CH:46][N:45]([CH3:48])[N:44]=2)=[O:41])[CH2:57][CH2:56][CH2:55][CH2:54]1, predict the reactants needed to synthesize it. (8) Given the product [Cl:26][CH2:9][C:8]1[C:3](=[O:2])[C:4]2[C:5]([C:6](=[O:28])[C:7]=1[CH3:10])=[CH:11][CH:18]=[CH:19][CH:14]=2, predict the reactants needed to synthesize it. The reactants are: C[O:2][C:3]1[C:8]([CH3:9])=[C:7]([CH3:10])[CH:6]=[C:5]([CH3:11])[C:4]=1OC.[CH:14]1C=CC2C(=O)C=CC(=O)[C:18]=2[CH:19]=1.[ClH:26].C=[O:28].